This data is from Reaction yield outcomes from USPTO patents with 853,638 reactions. The task is: Predict the reaction yield, written as a fraction of the theoretical maximum amount of product (1.0 means a 100% yield; for example, 0.34 means a 34% yield). (1) The reactants are CS(O[CH2:6][CH2:7][O:8][C:9]1[CH:14]=[CH:13][C:12]([CH:15]2[CH2:20][CH2:19][N:18]([C:21]3[CH:22]=[CH:23][C:24]4[N:25]([C:27]([C:30]([F:33])([F:32])[F:31])=[N:28][N:29]=4)[N:26]=3)[CH2:17][CH2:16]2)=[CH:11][CH:10]=1)(=O)=O.[C:34]([N:37]1[CH2:42][CH2:41][NH:40][CH2:39][C@@H:38]1[CH3:43])(=[O:36])[CH3:35]. No catalyst specified. The product is [C:34]([N:37]1[CH2:42][CH2:41][N:40]([CH2:6][CH2:7][O:8][C:9]2[CH:14]=[CH:13][C:12]([CH:15]3[CH2:16][CH2:17][N:18]([C:21]4[CH:22]=[CH:23][C:24]5[N:25]([C:27]([C:30]([F:32])([F:31])[F:33])=[N:28][N:29]=5)[N:26]=4)[CH2:19][CH2:20]3)=[CH:11][CH:10]=2)[CH2:39][C@@H:38]1[CH3:43])(=[O:36])[CH3:35]. The yield is 0.110. (2) The reactants are [OH:1][NH:2][C:3]([C:5]1[CH:6]=[N:7][C:8]([N:11]([CH2:13][C:14]2[S:22][C:21]3[C:20]([N:23]4[CH2:28][CH2:27][O:26][CH2:25][CH2:24]4)=[N:19][C:18]([C:29]4[CH:30]=[N:31][C:32]([O:35][CH3:36])=[CH:33][CH:34]=4)=[N:17][C:16]=3[CH:15]=2)[CH3:12])=[N:9][CH:10]=1)=[O:4].[OH-].[OH:38][CH2:39][CH2:40][N+:41]([CH3:44])([CH3:43])[CH3:42]. The catalyst is C(Cl)Cl.CO. The product is [OH:38][CH2:39][CH2:40][N+:41]([CH3:44])([CH3:43])[CH3:42].[OH:1][NH:2][C:3]([C:5]1[CH:10]=[N:9][C:8]([N:11]([CH2:13][C:14]2[S:22][C:21]3[C:20]([N:23]4[CH2:28][CH2:27][O:26][CH2:25][CH2:24]4)=[N:19][C:18]([C:29]4[CH:30]=[N:31][C:32]([O:35][CH3:36])=[CH:33][CH:34]=4)=[N:17][C:16]=3[CH:15]=2)[CH3:12])=[N:7][CH:6]=1)=[O:4]. The yield is 0.760. (3) The reactants are N1C=CN=C1.[CH3:6][C:7]([Si:10](Cl)([CH3:12])[CH3:11])([CH3:9])[CH3:8].[Cl:14][C:15]1[CH:16]=[C:17]([NH:23][C@H:24]([C@@H:41]([OH:43])[CH3:42])[C:25]([NH:27][NH:28][C:29](=[O:40])[C:30]2[CH:35]=[CH:34][C:33]([S:36]([CH3:39])(=[O:38])=[O:37])=[CH:32][CH:31]=2)=[O:26])[CH:18]=[CH:19][C:20]=1[C:21]#[N:22].O. The catalyst is CN(C=O)C. The product is [Si:10]([O:43][C@@H:41]([CH3:42])[C@@H:24]([NH:23][C:17]1[CH:18]=[CH:19][C:20]([C:21]#[N:22])=[C:15]([Cl:14])[CH:16]=1)[C:25]([NH:27][NH:28][C:29](=[O:40])[C:30]1[CH:35]=[CH:34][C:33]([S:36]([CH3:39])(=[O:38])=[O:37])=[CH:32][CH:31]=1)=[O:26])([C:7]([CH3:9])([CH3:8])[CH3:6])([CH3:12])[CH3:11]. The yield is 0.690.